Dataset: Full USPTO retrosynthesis dataset with 1.9M reactions from patents (1976-2016). Task: Predict the reactants needed to synthesize the given product. (1) The reactants are: [NH2:1][CH2:2][C:3]1[O:7][C:6]([C:8]2[CH:9]=[C:10]([CH2:16][CH3:17])[C:11](=[O:15])[NH:12][C:13]=2[CH3:14])=[CH:5][CH:4]=1.[N:18]1[CH:23]=[CH:22][CH:21]=[CH:20][C:19]=1[C:24](Cl)=[O:25]. Given the product [CH2:16]([C:10]1[C:11](=[O:15])[NH:12][C:13]([CH3:14])=[C:8]([C:6]2[O:7][C:3]([CH2:2][NH:1][C:24]([C:19]3[CH:20]=[CH:21][CH:22]=[CH:23][N:18]=3)=[O:25])=[CH:4][CH:5]=2)[CH:9]=1)[CH3:17], predict the reactants needed to synthesize it. (2) Given the product [CH2:1]([O:3][C:4]([CH2:6][C:7]1[C:16]2[C:11](=[CH:12][C:13]([O:17][CH2:23][C:22]3[CH:25]=[CH:26][CH:27]=[C:20]([Cl:19])[CH:21]=3)=[CH:14][CH:15]=2)[O:10][C:9](=[O:18])[CH:8]=1)=[O:5])[CH3:2], predict the reactants needed to synthesize it. The reactants are: [CH2:1]([O:3][C:4]([CH2:6][C:7]1[C:16]2[C:11](=[CH:12][C:13]([OH:17])=[CH:14][CH:15]=2)[O:10][C:9](=[O:18])[CH:8]=1)=[O:5])[CH3:2].[Cl:19][C:20]1[CH:21]=[C:22]([CH:25]=[CH:26][CH:27]=1)[CH2:23]O.N(C(N1CCCCC1)=O)=NC(N1CCCCC1)=O.C1(P(C2C=CC=CC=2)C2C=CC=CC=2)C=CC=CC=1. (3) Given the product [CH2:7]([O:9][C:10](=[O:27])[C@H:11]([CH2:19][C:20]1[CH:25]=[CH:24][CH:23]=[C:22]([O:26][C:30]2[CH:29]=[CH:28][C:37]3[C:32](=[CH:33][CH:34]=[CH:35][CH:36]=3)[CH:31]=2)[CH:21]=1)[NH:12][C:13](=[O:18])[C:14]([F:15])([F:16])[F:17])[CH3:8], predict the reactants needed to synthesize it. The reactants are: N1C=CC=CC=1.[CH2:7]([O:9][C:10](=[O:27])[C@H:11]([CH2:19][C:20]1[CH:25]=[CH:24][CH:23]=[C:22]([OH:26])[CH:21]=1)[NH:12][C:13](=[O:18])[C:14]([F:17])([F:16])[F:15])[CH3:8].[CH:28]1[C:37]2[C:32](=[CH:33][CH:34]=[CH:35][CH:36]=2)[CH:31]=[CH:30][C:29]=1B(O)O.